From a dataset of Full USPTO retrosynthesis dataset with 1.9M reactions from patents (1976-2016). Predict the reactants needed to synthesize the given product. (1) Given the product [CH3:24][O:23][CH2:22][C@@H:21]([O:20][C:18]1[CH:19]=[C:14]([C:12]2[NH:13][C:9]([C:6]3[O:7][CH2:8][C@@H:4]([C@@H:2]([OH:1])[CH3:3])[N:5]=3)=[CH:10][CH:11]=2)[CH:15]=[C:16]([O:26][C:28]2[CH:33]=[N:32][C:31]([S:34]([CH3:37])(=[O:36])=[O:35])=[CH:30][N:29]=2)[CH:17]=1)[CH3:25], predict the reactants needed to synthesize it. The reactants are: [OH:1][C@H:2]([C@@H:4]1[CH2:8][O:7][C:6]([C:9]2[NH:13][C:12]([C:14]3[CH:15]=[C:16]([OH:26])[CH:17]=[C:18]([O:20][C@@H:21]([CH3:25])[CH2:22][O:23][CH3:24])[CH:19]=3)=[CH:11][CH:10]=2)=[N:5]1)[CH3:3].Cl[C:28]1[CH:33]=[N:32][C:31]([S:34]([CH3:37])(=[O:36])=[O:35])=[CH:30][N:29]=1.C(=O)([O-])[O-].[K+].[K+].O. (2) Given the product [C:31]([C:28]1[CH:29]=[CH:30][C:25]([C:21]2[C:20]([CH3:35])=[CH:19][C:18]([O:17][CH:14]([C:11]3[S:10][C:9]([C:7]([NH:6][CH2:5][CH2:4][C:3]([OH:36])=[O:2])=[O:8])=[CH:13][CH:12]=3)[CH2:15][CH3:16])=[CH:23][C:22]=2[CH3:24])=[CH:26][CH:27]=1)([CH3:34])([CH3:32])[CH3:33], predict the reactants needed to synthesize it. The reactants are: C[O:2][C:3](=[O:36])[CH2:4][CH2:5][NH:6][C:7]([C:9]1[S:10][C:11]([CH:14]([O:17][C:18]2[CH:23]=[C:22]([CH3:24])[C:21]([C:25]3[CH:30]=[CH:29][C:28]([C:31]([CH3:34])([CH3:33])[CH3:32])=[CH:27][CH:26]=3)=[C:20]([CH3:35])[CH:19]=2)[CH2:15][CH3:16])=[CH:12][CH:13]=1)=[O:8].[OH-].[Na+].Cl. (3) Given the product [OH:20][C:19]([C:18]1[CH:22]=[CH:23][C:15]([O:8][C:9]2[CH:10]=[CH:11][CH:12]=[CH:13][CH:14]=2)=[CH:16][CH:17]=1)=[C:2]([C:1]#[N:5])[C:3]#[N:4], predict the reactants needed to synthesize it. The reactants are: [C:1](#[N:5])[CH2:2][C:3]#[N:4].[H-].[Na+].[O:8]([C:15]1[CH:23]=[CH:22][C:18]([C:19](Cl)=[O:20])=[CH:17][CH:16]=1)[C:9]1[CH:14]=[CH:13][CH:12]=[CH:11][CH:10]=1.O. (4) Given the product [CH3:13][O:14][C:15]1[CH:16]=[C:17]2[C:21](=[CH:22][CH:23]=1)[N:20]([CH2:3][CH2:4][N:5]1[CH2:10][CH2:9][O:8][CH2:7][CH2:6]1)[C:19]([CH3:24])=[CH:18]2, predict the reactants needed to synthesize it. The reactants are: Cl.Cl[CH2:3][CH2:4][N:5]1[CH2:10][CH2:9][O:8][CH2:7][CH2:6]1.[OH-].[K+].[CH3:13][O:14][C:15]1[CH:16]=[C:17]2[C:21](=[CH:22][CH:23]=1)[NH:20][C:19]([CH3:24])=[CH:18]2. (5) Given the product [Br:1][C:2]1[C:3]2[CH2:10][CH2:9][CH:8]([NH:11][S:14]([CH2:12][CH3:13])(=[O:16])=[O:15])[C:4]=2[CH:5]=[N:6][CH:7]=1, predict the reactants needed to synthesize it. The reactants are: [Br:1][C:2]1[C:3]2[CH2:10][CH2:9][CH:8]([NH2:11])[C:4]=2[CH:5]=[N:6][CH:7]=1.[CH2:12]([S:14](Cl)(=[O:16])=[O:15])[CH3:13]. (6) Given the product [C:29]([C:2]1[CH:3]=[C:4]([CH:14]2[C:23]([CH3:24])([CH3:25])[CH2:22][C:21]3[C:16](=[CH:17][CH:18]=[C:19]([C:26]([OH:28])=[O:27])[CH:20]=3)[NH:15]2)[CH:5]=[C:6]([N:8]2[CH2:13][CH2:12][O:11][CH2:10][CH2:9]2)[CH:7]=1)#[N:30], predict the reactants needed to synthesize it. The reactants are: Cl[C:2]1[CH:3]=[C:4]([CH:14]2[C:23]([CH3:25])([CH3:24])[CH2:22][C:21]3[C:16](=[CH:17][CH:18]=[C:19]([C:26]([OH:28])=[O:27])[CH:20]=3)[NH:15]2)[CH:5]=[C:6]([N:8]2[CH2:13][CH2:12][O:11][CH2:10][CH2:9]2)[CH:7]=1.[C-:29]#[N:30].[Na+]. (7) The reactants are: [CH3:1][O:2][C:3]1[C:8]2[C:9]3[C:10]([CH:22]([CH2:24][C:25]([N:27]([CH3:29])[CH3:28])=O)[O:23][C:7]=2[CH:6]=[CH:5][CH:4]=1)=[C:11]1[C:16](=[CH:17][CH:18]=3)[NH:15][C:14]([CH3:20])([CH3:19])[CH:13]=[C:12]1[CH3:21].[H-].[Al+3].[Li+].[H-].[H-].[H-]. Given the product [CH3:1][O:2][C:3]1[C:8]2[C:9]3[C:10]([CH:22]([CH2:24][CH2:25][N:27]([CH3:29])[CH3:28])[O:23][C:7]=2[CH:6]=[CH:5][CH:4]=1)=[C:11]1[C:16](=[CH:17][CH:18]=3)[NH:15][C:14]([CH3:19])([CH3:20])[CH:13]=[C:12]1[CH3:21], predict the reactants needed to synthesize it. (8) Given the product [ClH:63].[ClH:63].[C:1]1([C@H:11]([NH:13][C@H:14]2[CH2:18][CH2:17][NH:16][CH2:15]2)[CH3:12])[C:10]2[C:5](=[CH:6][CH:7]=[CH:8][CH:9]=2)[CH:4]=[CH:3][CH:2]=1, predict the reactants needed to synthesize it. The reactants are: [C:1]1([C@H:11]([NH:13][C@H:14]2[CH2:18][CH2:17][N:16](C3C=C(C4C=CC=CC=4)N=CN=3)[CH2:15]2)[CH3:12])[C:10]2[C:5](=[CH:6][CH:7]=[CH:8][CH:9]=2)[CH:4]=[CH:3][CH:2]=1.C(OC(N([C@@H](C1C2C(=CC=CC=2)C=CC=1)C)[C@H]1CCN(C(OC(C)(C)C)=O)C1)=O)(C)(C)C.[ClH:63]. (9) Given the product [CH3:16][N:2]([CH3:1])[S:3]([C:6]1[CH:15]=[CH:14][C:9]2[N+:10]([CH2:24][CH2:17][CH2:18][CH2:19][S:20]([O-:23])(=[O:22])=[O:21])=[C:11]([CH3:13])[S:12][C:8]=2[CH:7]=1)(=[O:4])=[O:5], predict the reactants needed to synthesize it. The reactants are: [CH3:1][N:2]([CH3:16])[S:3]([C:6]1[CH:15]=[CH:14][C:9]2[N:10]=[C:11]([CH3:13])[S:12][C:8]=2[CH:7]=1)(=[O:5])=[O:4].[CH2:17]1[CH2:24][O:23][S:20](=[O:22])(=[O:21])[CH2:19][CH2:18]1.